This data is from Experimentally validated miRNA-target interactions with 360,000+ pairs, plus equal number of negative samples. The task is: Binary Classification. Given a miRNA mature sequence and a target amino acid sequence, predict their likelihood of interaction. The miRNA is mmu-miR-669f-3p with sequence CAUAUACAUACACACACACGUAU. The protein sequence of the target gene is MTGAKRKKKSMLWSKMHTPQCEDIIQWCRRRLPILDWAPHYNLKENLLPDTVSGIMLAVQQVTQGLAFAVLSSVHPVFGLYGSLFPAIIYAIFGMGHHVATGTFALTSLISANAVERIVPQNMQNLTTQSNTSVLGLSDFEMQRIHVAAAVSFLGGVIQVAMFVLQLGSATFVVTEPVISAMTTGAATHVVTSQVKYLLGMKMPYISGPLGFFYIYAYVFENIKSVRLEALLLSLLSIVVLVLVKELNEQFKRKIKVVLPVDLVLIIAASFACYCTNMENTYGLEVVGHIPQGIPSPRAP.... Result: 0 (no interaction).